This data is from Reaction yield outcomes from USPTO patents with 853,638 reactions. The task is: Predict the reaction yield, written as a fraction of the theoretical maximum amount of product (1.0 means a 100% yield; for example, 0.34 means a 34% yield). (1) The reactants are [CH2:1]([C@H:8]1[CH2:13][N:12]([C:14]2[CH:19]=[CH:18][C:17]([O:20][CH3:21])=[C:16]([O:22][CH:23]3[CH2:27][CH2:26][CH2:25][CH2:24]3)[CH:15]=2)[CH2:11][CH2:10][N:9]1[C:28](=O)[CH2:29][CH2:30][C:31](OCC)=[O:32])[C:2]1[CH:7]=[CH:6][CH:5]=[CH:4][CH:3]=1.[H-].[Al+3].[Li+].[H-].[H-].[H-]. The catalyst is C1COCC1. The product is [CH2:1]([C@H:8]1[CH2:13][N:12]([C:14]2[CH:19]=[CH:18][C:17]([O:20][CH3:21])=[C:16]([O:22][CH:23]3[CH2:24][CH2:25][CH2:26][CH2:27]3)[CH:15]=2)[CH2:11][CH2:10][N:9]1[CH2:28][CH2:29][CH2:30][CH2:31][OH:32])[C:2]1[CH:3]=[CH:4][CH:5]=[CH:6][CH:7]=1. The yield is 0.700. (2) The reactants are [Br:1][C:2]1[S:6][C:5]([C:7]([C:9]2[CH:17]=[C:16]3[C:12]([CH:13]=[C:14]([C:18]4[CH:33]=[CH:32][C:21]([C:22]([O:24][CH2:25][C:26]5[CH:31]=[CH:30][CH:29]=[CH:28][CH:27]=5)=[O:23])=[CH:20][CH:19]=4)[NH:15]3)=[CH:11][CH:10]=2)=[O:8])=[CH:4][C:3]=1[CH2:34][C:35]([O:37][CH2:38][CH3:39])=[O:36].Br[CH2:41][CH2:42][CH2:43][CH2:44][N:45]1[C:49](=[O:50])[C:48]2=[CH:51][CH:52]=[CH:53][CH:54]=[C:47]2[C:46]1=[O:55].[F-].[Cs+]. The catalyst is CC#N. The product is [Br:1][C:2]1[S:6][C:5]([C:7]([C:9]2[CH:17]=[C:16]3[C:12]([CH:13]=[C:14]([C:18]4[CH:33]=[CH:32][C:21]([C:22]([O:24][CH2:25][C:26]5[CH:31]=[CH:30][CH:29]=[CH:28][CH:27]=5)=[O:23])=[CH:20][CH:19]=4)[N:15]3[CH2:41][CH2:42][CH2:43][CH2:44][N:45]3[C:49](=[O:50])[C:48]4[C:47](=[CH:54][CH:53]=[CH:52][CH:51]=4)[C:46]3=[O:55])=[CH:11][CH:10]=2)=[O:8])=[CH:4][C:3]=1[CH2:34][C:35]([O:37][CH2:38][CH3:39])=[O:36]. The yield is 0.690. (3) The reactants are [F:1][C:2]1[CH:7]=[CH:6][C:5]([C:8](=[O:16])[CH2:9][N:10]2[CH:14]=[CH:13][N:12]=[C:11]2[CH3:15])=[CH:4][CH:3]=1.[BH4-].[Na+]. The catalyst is CO. The product is [F:1][C:2]1[CH:7]=[CH:6][C:5]([CH:8]([OH:16])[CH2:9][N:10]2[CH:14]=[CH:13][N:12]=[C:11]2[CH3:15])=[CH:4][CH:3]=1. The yield is 0.840. (4) The reactants are [CH3:1][C:2]1[C:17]([CH3:18])=[CH:16][C:5]([NH:6][CH2:7][CH2:8][CH2:9][C:10]2[CH:15]=[CH:14][CH:13]=[CH:12][CH:11]=2)=[C:4]([N+:19]([O-])=O)[CH:3]=1.[H][H]. The catalyst is [Ni].C(O)C.C(OCC)(=O)C. The product is [CH3:1][C:2]1[CH:3]=[C:4]([NH2:19])[C:5]([NH:6][CH2:7][CH2:8][CH2:9][C:10]2[CH:15]=[CH:14][CH:13]=[CH:12][CH:11]=2)=[CH:16][C:17]=1[CH3:18]. The yield is 0.960.